Dataset: Full USPTO retrosynthesis dataset with 1.9M reactions from patents (1976-2016). Task: Predict the reactants needed to synthesize the given product. (1) Given the product [F:14][C:13]1[C:8]([C:5]2[N:4]=[N:3][C:2]([NH:15][NH2:16])=[CH:7][CH:6]=2)=[N:9][CH:10]=[CH:11][CH:12]=1, predict the reactants needed to synthesize it. The reactants are: Cl[C:2]1[N:3]=[N:4][C:5]([C:8]2[C:13]([F:14])=[CH:12][CH:11]=[CH:10][N:9]=2)=[CH:6][CH:7]=1.[NH2:15][NH2:16]. (2) Given the product [F:11][C:9]1([F:12])[CH2:10][C:7]([CH2:6][C:14]#[N:15])([CH3:13])[CH2:8]1, predict the reactants needed to synthesize it. The reactants are: CS(O[CH2:6][C:7]1([CH3:13])[CH2:10][C:9]([F:12])([F:11])[CH2:8]1)(=O)=O.[C-:14]#[N:15].[Na+]. (3) Given the product [F:13][C:14]([F:25])([F:24])[C:15]1[CH:20]=[CH:19][C:18]([C:2]2[CH:3]=[C:4]([CH2:8][C:9]([O:11][CH3:12])=[O:10])[CH:5]=[N:6][CH:7]=2)=[CH:17][CH:16]=1, predict the reactants needed to synthesize it. The reactants are: Br[C:2]1[CH:3]=[C:4]([CH2:8][C:9]([O:11][CH3:12])=[O:10])[CH:5]=[N:6][CH:7]=1.[F:13][C:14]([F:25])([F:24])[C:15]1[CH:20]=[CH:19][C:18](B(O)O)=[CH:17][CH:16]=1.C(=O)([O-])[O-].[Na+].[Na+].O. (4) The reactants are: [NH2:1][C:2]1[CH:7]=[CH:6][C:5]([N:8]2[C:14](=[O:15])[CH2:13][C:12](=[O:16])[NH:11][C:10]3[C:17]4[CH2:18][CH2:19][CH2:20][CH2:21][C:22]=4[CH:23]=[CH:24][C:9]2=3)=[CH:4][CH:3]=1.[Cl:25][C:26]1[C:31]([Cl:32])=[CH:30][CH:29]=[CH:28][C:27]=1[CH2:33][S:34](Cl)(=[O:36])=[O:35]. Given the product [Cl:25][C:26]1[C:31]([Cl:32])=[CH:30][CH:29]=[CH:28][C:27]=1[CH2:33][S:34]([NH:1][C:2]1[CH:3]=[CH:4][C:5]([N:8]2[C:14](=[O:15])[CH2:13][C:12](=[O:16])[NH:11][C:10]3[C:17]4[CH2:18][CH2:19][CH2:20][CH2:21][C:22]=4[CH:23]=[CH:24][C:9]2=3)=[CH:6][CH:7]=1)(=[O:36])=[O:35], predict the reactants needed to synthesize it. (5) Given the product [S:33]1[C:34]2[CH:40]=[CH:39][CH:38]=[CH:37][C:35]=2[N:36]=[C:32]1[NH:1][CH2:2][CH:3]([OH:23])[CH2:4][N:5]1[CH2:10][CH2:9][N:8]([CH2:11][C:12]([NH:14][C:15]2[C:20]([CH3:21])=[CH:19][CH:18]=[CH:17][C:16]=2[CH3:22])=[O:13])[CH2:7][CH2:6]1, predict the reactants needed to synthesize it. The reactants are: [NH2:1][CH2:2][CH:3]([OH:23])[CH2:4][N:5]1[CH2:10][CH2:9][N:8]([CH2:11][C:12]([NH:14][C:15]2[C:20]([CH3:21])=[CH:19][CH:18]=[CH:17][C:16]=2[CH3:22])=[O:13])[CH2:7][CH2:6]1.C(N(CC)CC)C.Cl[C:32]1[S:33][C:34]2[CH:40]=[CH:39][CH:38]=[CH:37][C:35]=2[N:36]=1. (6) Given the product [CH3:1][O:2][C:3]1[CH:4]=[C:5]([CH2:34][C:35]([OH:37])=[O:36])[CH:6]=[CH:7][C:8]=1[O:9][CH2:10][CH2:11][O:12][CH2:13][CH2:14][O:15][CH2:16][CH2:17][O:18][CH2:19][CH2:20][CH2:21][CH2:22][CH2:23][CH2:24][CH2:25][CH2:26][CH2:27][CH2:28][CH2:29][SH:30], predict the reactants needed to synthesize it. The reactants are: [CH3:1][O:2][C:3]1[CH:4]=[C:5]([CH2:34][C:35]([O:37]CC)=[O:36])[CH:6]=[CH:7][C:8]=1[O:9][CH2:10][CH2:11][O:12][CH2:13][CH2:14][O:15][CH2:16][CH2:17][O:18][CH2:19][CH2:20][CH2:21][CH2:22][CH2:23][CH2:24][CH2:25][CH2:26][CH2:27][CH2:28][CH2:29][S:30]C(=O)C.[OH-].[Na+].CO.Cl.